From a dataset of Forward reaction prediction with 1.9M reactions from USPTO patents (1976-2016). Predict the product of the given reaction. (1) Given the reactants C[O:2][C:3](=O)[C:4]1[CH:9]=[C:8]([C:10]2[CH:15]=[CH:14][CH:13]=[C:12]([Cl:16])[CH:11]=2)[CH:7]=[N:6][CH:5]=1.[BH4-].[Na+], predict the reaction product. The product is: [Cl:16][C:12]1[CH:11]=[C:10]([C:8]2[CH:9]=[C:4]([CH2:3][OH:2])[CH:5]=[N:6][CH:7]=2)[CH:15]=[CH:14][CH:13]=1. (2) Given the reactants C(N(CC)CC)C.[CH3:8][C@@H:9]1[NH:13][CH2:12][C@@H:11]([CH2:14][N:15]2[C:23]3[C:18](=[N:19][C:20]([C:24]4[CH:25]=[N:26][N:27]([CH:29]5[CH2:34][CH2:33][CH2:32][CH2:31][O:30]5)[CH:28]=4)=[CH:21][CH:22]=3)[CH:17]=[CH:16]2)[CH2:10]1.[C:35](Cl)(=[O:44])[CH2:36][CH2:37][C:38]1[CH:43]=[CH:42][CH:41]=[CH:40][CH:39]=1.C(=O)(O)[O-].[Na+], predict the reaction product. The product is: [CH3:8][C@H:9]1[CH2:10][C@H:11]([CH2:14][N:15]2[C:23]3[C:18](=[N:19][C:20]([C:24]4[CH:25]=[N:26][N:27]([CH:29]5[CH2:34][CH2:33][CH2:32][CH2:31][O:30]5)[CH:28]=4)=[CH:21][CH:22]=3)[CH:17]=[CH:16]2)[CH2:12][N:13]1[C:35](=[O:44])[CH2:36][CH2:37][C:38]1[CH:43]=[CH:42][CH:41]=[CH:40][CH:39]=1. (3) Given the reactants Cl.[NH2:2][C@H:3]1[CH2:7][CH2:6][CH2:5][C@@H:4]1[OH:8].[Br:9][C:10]1[CH:15]=[CH:14][C:13]([S:16](Cl)(=[O:18])=[O:17])=[CH:12][CH:11]=1, predict the reaction product. The product is: [Br:9][C:10]1[CH:15]=[CH:14][C:13]([S:16]([NH:2][C@H:3]2[CH2:7][CH2:6][CH2:5][C@@H:4]2[OH:8])(=[O:18])=[O:17])=[CH:12][CH:11]=1.